Dataset: Forward reaction prediction with 1.9M reactions from USPTO patents (1976-2016). Task: Predict the product of the given reaction. Given the reactants Cl.[C:2]([NH2:11])(=[O:10])[C:3]1[C:4](=[CH:6][CH:7]=[CH:8][CH:9]=1)[NH2:5].[C:12](OC(=O)C)(=O)[CH3:13], predict the reaction product. The product is: [CH3:12][C:13]1[NH:11][C:2](=[O:10])[C:3]2[C:4](=[CH:6][CH:7]=[CH:8][CH:9]=2)[N:5]=1.